From a dataset of Full USPTO retrosynthesis dataset with 1.9M reactions from patents (1976-2016). Predict the reactants needed to synthesize the given product. (1) Given the product [Br:8][C:4]1[N:3]=[C:2]([N:17]2[CH2:16][CH2:15][N:14]3[C:10]([CH3:9])=[N:11][N:12]=[C:13]3[CH2:18]2)[CH:7]=[CH:6][CH:5]=1, predict the reactants needed to synthesize it. The reactants are: Br[C:2]1[CH:7]=[CH:6][CH:5]=[C:4]([Br:8])[N:3]=1.[CH3:9][C:10]1[N:14]2[CH2:15][CH2:16][NH:17][CH2:18][C:13]2=[N:12][N:11]=1.C(=O)([O-])[O-].[K+].[K+].O. (2) Given the product [CH3:1][N:2]1[CH2:7][CH2:6][C:5]([C:8]2[CH:13]=[CH:12][CH:11]=[C:10]([F:14])[CH:9]=2)([CH2:15][NH:16][C:29]([C:21]2[C:22]3[C:27](=[CH:26][CH:25]=[CH:24][CH:23]=3)[CH:28]=[C:19]([C:17]#[N:18])[C:20]=2[CH2:32][CH3:33])=[O:30])[CH2:4][CH2:3]1, predict the reactants needed to synthesize it. The reactants are: [CH3:1][N:2]1[CH2:7][CH2:6][C:5]([CH2:15][NH2:16])([C:8]2[CH:13]=[CH:12][CH:11]=[C:10]([F:14])[CH:9]=2)[CH2:4][CH2:3]1.[C:17]([C:19]1[C:20]([CH2:32][CH3:33])=[C:21]([C:29](Cl)=[O:30])[C:22]2[C:27]([CH:28]=1)=[CH:26][CH:25]=[CH:24][CH:23]=2)#[N:18]. (3) Given the product [CH3:10][C:8]1[CH:9]=[C:4]([CH3:3])[N:5]=[C:6]([O:11][C@H:12]2[C@:15]3([C:26]4[CH:31]=[CH:30][CH:29]=[C:28]([C:32]([F:35])([F:34])[F:33])[CH:27]=4)[C:16]4[CH:25]=[CH:24][CH:23]=[CH:22][C:17]=4[N:18]([CH3:37])[C:19](=[O:21])[CH2:20][N:14]3[C:13]2=[O:36])[N:7]=1, predict the reactants needed to synthesize it. The reactants are: CI.[CH3:3][C:4]1[CH:9]=[C:8]([CH3:10])[N:7]=[C:6]([O:11][C@H:12]2[C@:15]3([C:26]4[CH:31]=[CH:30][CH:29]=[C:28]([C:32]([F:35])([F:34])[F:33])[CH:27]=4)[C:16]4[CH:25]=[CH:24][CH:23]=[CH:22][C:17]=4[NH:18][C:19](=[O:21])[CH2:20][N:14]3[C:13]2=[O:36])[N:5]=1.[C:37](=O)([O-])[O-].[K+].[K+]. (4) Given the product [Cl:1][C:2]1[CH:3]=[C:4]([CH:14]2[C:23]([CH3:24])([CH3:25])[CH2:22][C:21]3[C:16](=[CH:17][CH:18]=[C:19]([C:26]([NH:47][S:44]([CH:41]4[CH2:43][CH2:42]4)(=[O:46])=[O:45])=[O:27])[CH:20]=3)[NH:15]2)[CH:5]=[C:6]([N:8]2[CH2:13][CH2:12][O:11][CH2:10][CH2:9]2)[CH:7]=1, predict the reactants needed to synthesize it. The reactants are: [Cl:1][C:2]1[CH:3]=[C:4]([CH:14]2[C:23]([CH3:25])([CH3:24])[CH2:22][C:21]3[C:16](=[CH:17][CH:18]=[C:19]([C:26](O)=[O:27])[CH:20]=3)[NH:15]2)[CH:5]=[C:6]([N:8]2[CH2:13][CH2:12][O:11][CH2:10][CH2:9]2)[CH:7]=1.Cl.CN(C)CCCN=C=NCC.[CH:41]1([S:44]([NH2:47])(=[O:46])=[O:45])[CH2:43][CH2:42]1. (5) Given the product [Cl:1][C:2]1[C:3]([O:30][CH2:31][CH3:32])=[CH:4][C:5]([CH2:6][N:7]2[CH2:12][CH2:11][CH:10]([NH:13][C:14]([C:15]3[CH:16]=[C:17]([O:23][S:34]([CH3:33])(=[O:36])=[O:35])[CH:18]=[C:19]([O:21][CH3:22])[CH:20]=3)=[O:24])[CH2:9][CH2:8]2)=[CH:25][C:26]=1[O:27][CH2:28][CH3:29], predict the reactants needed to synthesize it. The reactants are: [Cl:1][C:2]1[C:26]([O:27][CH2:28][CH3:29])=[CH:25][C:5]([CH2:6][N:7]2[CH2:12][CH2:11][CH:10]([NH:13][C:14](=[O:24])[C:15]3[CH:20]=[C:19]([O:21][CH3:22])[CH:18]=[C:17]([OH:23])[CH:16]=3)[CH2:9][CH2:8]2)=[CH:4][C:3]=1[O:30][CH2:31][CH3:32].[CH3:33][S:34](Cl)(=[O:36])=[O:35].C(N(C(C)C)C(C)C)C. (6) Given the product [CH2:1]([N:8]1[CH2:13][CH2:12][CH:11]([C:14]([NH:16][C:17]2[CH:22]=[CH:21][C:20]([CH2:23][NH:24][C:25]3[C:34]4[C:29](=[CH:30][CH:31]=[C:32]([CH3:35])[CH:33]=4)[N:28]=[C:27]([N:38]([CH3:39])[CH3:37])[N:26]=3)=[CH:19][CH:18]=2)=[O:15])[CH2:10][CH2:9]1)[C:2]1[CH:7]=[CH:6][CH:5]=[CH:4][CH:3]=1, predict the reactants needed to synthesize it. The reactants are: [CH2:1]([N:8]1[CH2:13][CH2:12][CH:11]([C:14]([NH:16][C:17]2[CH:22]=[CH:21][C:20]([CH2:23][NH:24][C:25]3[C:34]4[C:29](=[CH:30][CH:31]=[C:32]([CH3:35])[CH:33]=4)[N:28]=[C:27](Cl)[N:26]=3)=[CH:19][CH:18]=2)=[O:15])[CH2:10][CH2:9]1)[C:2]1[CH:7]=[CH:6][CH:5]=[CH:4][CH:3]=1.[CH3:37][NH:38][CH3:39]. (7) Given the product [Cl:22][C:19]1[CH:20]=[CH:21][C:16]([S:15][C:14]2[C:10]([C:7]3[N:8]=[CH:9][C:4]([CH2:3][CH2:2][OH:30])=[N:5][CH:6]=3)=[N:11][N:12]([C:23]3[CH:24]=[CH:25][C:26]([F:29])=[CH:27][CH:28]=3)[CH:13]=2)=[CH:17][CH:18]=1, predict the reactants needed to synthesize it. The reactants are: C[C:2](=[O:30])[CH2:3][C:4]1[CH:9]=[N:8][C:7]([C:10]2[C:14]([S:15][C:16]3[CH:21]=[CH:20][C:19]([Cl:22])=[CH:18][CH:17]=3)=[CH:13][N:12]([C:23]3[CH:28]=[CH:27][C:26]([F:29])=[CH:25][CH:24]=3)[N:11]=2)=[CH:6][N:5]=1.[BH4-].[Na+].